From a dataset of NCI-60 drug combinations with 297,098 pairs across 59 cell lines. Regression. Given two drug SMILES strings and cell line genomic features, predict the synergy score measuring deviation from expected non-interaction effect. (1) Drug 1: CC(C1=C(C=CC(=C1Cl)F)Cl)OC2=C(N=CC(=C2)C3=CN(N=C3)C4CCNCC4)N. Drug 2: C(CCl)NC(=O)N(CCCl)N=O. Cell line: HS 578T. Synergy scores: CSS=0.940, Synergy_ZIP=1.33, Synergy_Bliss=3.63, Synergy_Loewe=-2.02, Synergy_HSA=-1.72. (2) Drug 2: CS(=O)(=O)CCNCC1=CC=C(O1)C2=CC3=C(C=C2)N=CN=C3NC4=CC(=C(C=C4)OCC5=CC(=CC=C5)F)Cl. Drug 1: C1=CC=C(C=C1)NC(=O)CCCCCCC(=O)NO. Synergy scores: CSS=0.357, Synergy_ZIP=4.14, Synergy_Bliss=-3.15, Synergy_Loewe=-1.07, Synergy_HSA=-3.16. Cell line: LOX IMVI. (3) Drug 1: CC1C(C(CC(O1)OC2CC(OC(C2O)C)OC3=CC4=CC5=C(C(=O)C(C(C5)C(C(=O)C(C(C)O)O)OC)OC6CC(C(C(O6)C)O)OC7CC(C(C(O7)C)O)OC8CC(C(C(O8)C)O)(C)O)C(=C4C(=C3C)O)O)O)O. Drug 2: CN(C(=O)NC(C=O)C(C(C(CO)O)O)O)N=O. Cell line: HCC-2998. Synergy scores: CSS=46.3, Synergy_ZIP=1.66, Synergy_Bliss=-0.0888, Synergy_Loewe=-66.9, Synergy_HSA=-2.82. (4) Drug 1: CCC1(CC2CC(C3=C(CCN(C2)C1)C4=CC=CC=C4N3)(C5=C(C=C6C(=C5)C78CCN9C7C(C=CC9)(C(C(C8N6C=O)(C(=O)OC)O)OC(=O)C)CC)OC)C(=O)OC)O.OS(=O)(=O)O. Drug 2: CCCCCOC(=O)NC1=NC(=O)N(C=C1F)C2C(C(C(O2)C)O)O. Cell line: ACHN. Synergy scores: CSS=-0.279, Synergy_ZIP=-0.824, Synergy_Bliss=0.648, Synergy_Loewe=-1.29, Synergy_HSA=0.0498. (5) Drug 1: CC(C1=C(C=CC(=C1Cl)F)Cl)OC2=C(N=CC(=C2)C3=CN(N=C3)C4CCNCC4)N. Drug 2: C1CN(CCN1C(=O)CCBr)C(=O)CCBr. Cell line: ACHN. Synergy scores: CSS=28.0, Synergy_ZIP=-7.24, Synergy_Bliss=-2.26, Synergy_Loewe=-4.48, Synergy_HSA=-2.10. (6) Drug 1: CC(CN1CC(=O)NC(=O)C1)N2CC(=O)NC(=O)C2. Drug 2: COC1=C2C(=CC3=C1OC=C3)C=CC(=O)O2. Cell line: HT29. Synergy scores: CSS=39.2, Synergy_ZIP=1.22, Synergy_Bliss=1.75, Synergy_Loewe=1.76, Synergy_HSA=3.21. (7) Drug 1: C1=C(C(=O)NC(=O)N1)F. Drug 2: C1=CC=C(C(=C1)C(C2=CC=C(C=C2)Cl)C(Cl)Cl)Cl. Cell line: SF-268. Synergy scores: CSS=25.6, Synergy_ZIP=2.10, Synergy_Bliss=5.92, Synergy_Loewe=1.12, Synergy_HSA=5.94.